From a dataset of Forward reaction prediction with 1.9M reactions from USPTO patents (1976-2016). Predict the product of the given reaction. (1) Given the reactants [C:1]1([CH2:7][O:8][C:9](=[O:43])[NH:10][CH2:11][CH2:12][CH2:13][NH:14][C:15]2[C:20]([CH2:21][O:22][Si](C(C)(C)C)(C)C)=[CH:19][N:18]=[C:17]([NH:30][C:31]3[CH:36]=[CH:35][CH:34]=[C:33]([NH:37][C:38]([NH:40][CH2:41][CH3:42])=[O:39])[CH:32]=3)[N:16]=2)[CH:6]=[CH:5][CH:4]=[CH:3][CH:2]=1.C([O-])(O)=O.[Na+].C(OCC)(=O)C, predict the reaction product. The product is: [CH2:41]([NH:40][C:38]([NH:37][C:33]1[CH:32]=[C:31]([NH:30][C:17]2[N:16]=[C:15]([NH:14][CH2:13][CH2:12][CH2:11][NH:10][C:9](=[O:43])[O:8][CH2:7][C:1]3[CH:6]=[CH:5][CH:4]=[CH:3][CH:2]=3)[C:20]([CH2:21][OH:22])=[CH:19][N:18]=2)[CH:36]=[CH:35][CH:34]=1)=[O:39])[CH3:42]. (2) Given the reactants CCN(C(C)C)C(C)C.[CH3:10][O:11][C:12]1[CH:13]=[CH:14][CH:15]=[C:16]2[C:21]=1[O:20][C:19](=[O:22])[C:18]([C:23]([OH:25])=O)=[CH:17]2.CN(C(ON1N=NC2C=CC=NC1=2)=[N+](C)C)C.F[P-](F)(F)(F)(F)F.[NH:50]1[C:58]2[C:53](=[CH:54][CH:55]=[C:56]([C:59]3[CH:60]=[C:61]([NH2:65])[CH:62]=[CH:63][CH:64]=3)[CH:57]=2)[CH:52]=[CH:51]1, predict the reaction product. The product is: [NH:50]1[C:58]2[C:53](=[CH:54][CH:55]=[C:56]([C:59]3[CH:60]=[C:61]([NH:65][C:23]([C:18]4[C:19](=[O:22])[O:20][C:21]5[C:16]([CH:17]=4)=[CH:15][CH:14]=[CH:13][C:12]=5[O:11][CH3:10])=[O:25])[CH:62]=[CH:63][CH:64]=3)[CH:57]=2)[CH:52]=[CH:51]1. (3) Given the reactants [CH3:1][C:2]1([CH3:28])[CH2:7][CH2:6][C:5]([C:8]2[C:13]([NH:14][C:15]([C:17]3[NH:18][C:19]([C:22]#[N:23])=[CH:20][N:21]=3)=[O:16])=[CH:12][CH:11]=[C:10]([C:24](O)([CH3:26])[CH3:25])[N:9]=2)=[CH:4][CH2:3]1.[CH3:29][N:30]1[CH2:35][CH2:34][NH:33][CH2:32][CH2:31]1.S(Cl)(Cl)=O, predict the reaction product. The product is: [CH3:1][C:2]1([CH3:28])[CH2:7][CH2:6][C:5]([C:8]2[C:13]([NH:14][C:15]([C:17]3[NH:18][C:19]([C:22]#[N:23])=[CH:20][N:21]=3)=[O:16])=[CH:12][CH:11]=[C:10]([C:24]([CH3:26])([N:33]3[CH2:34][CH2:35][N:30]([CH3:29])[CH2:31][CH2:32]3)[CH3:25])[N:9]=2)=[CH:4][CH2:3]1. (4) The product is: [CH2:1]([O:3][C:4](=[O:14])[CH2:5][C:6]1[CH:11]=[CH:10][C:9]([Cl:12])=[C:8]([O:13][S:22]([C:25]([F:28])([F:27])[F:26])(=[O:24])=[O:23])[CH:7]=1)[CH3:2]. Given the reactants [CH2:1]([O:3][C:4](=[O:14])[CH2:5][C:6]1[CH:11]=[CH:10][C:9]([Cl:12])=[C:8]([OH:13])[CH:7]=1)[CH3:2].C1C=CC(N([S:22]([C:25]([F:28])([F:27])[F:26])(=[O:24])=[O:23])[S:22]([C:25]([F:28])([F:27])[F:26])(=[O:24])=[O:23])=CC=1, predict the reaction product. (5) Given the reactants ClC1C(F)=C(C=C(C(F)(F)F)C=1)CN1CCC(COC2C(C3CC3)=CC(C(O)=O)=C(F)C=2)(F)CC1.[Br:36][C:37]1[CH:42]=[CH:41][C:40]([S:43]([N:46]2[CH2:51][CH2:50][CH:49]([CH2:52][O:53][C:54]3[C:62]([CH:63]4[CH2:65][CH2:64]4)=[CH:61][C:57]([C:58]([OH:60])=O)=[C:56]([F:66])[CH:55]=3)[CH2:48][CH2:47]2)(=[O:45])=[O:44])=[CH:39][C:38]=1[F:67].CS(N)(=O)=O.[CH:73]1([S:76]([NH2:79])(=[O:78])=[O:77])[CH2:75][CH2:74]1, predict the reaction product. The product is: [Br:36][C:37]1[CH:42]=[CH:41][C:40]([S:43]([N:46]2[CH2:51][CH2:50][CH:49]([CH2:52][O:53][C:54]3[C:62]([CH:63]4[CH2:64][CH2:65]4)=[CH:61][C:57]([C:58]([NH:79][S:76]([CH:73]4[CH2:75][CH2:74]4)(=[O:78])=[O:77])=[O:60])=[C:56]([F:66])[CH:55]=3)[CH2:48][CH2:47]2)(=[O:44])=[O:45])=[CH:39][C:38]=1[F:67]. (6) Given the reactants [CH2:1]([O:8][C@H:9]1[CH2:14][CH2:13][CH2:12][CH2:11][C@@H:10]1[NH:15][C:16]1[CH:23]=[C:22]([N:24]2[C:32]3[CH2:31][C:30]([CH3:34])([CH3:33])[CH2:29][C:28](=[O:35])[C:27]=3[C:26]([CH3:36])=[N:25]2)[CH:21]=[CH:20][C:17]=1[C:18]#[N:19])[C:2]1[CH:7]=[CH:6][CH:5]=[CH:4][CH:3]=1.[OH-:37].[Na+].OO, predict the reaction product. The product is: [CH2:1]([O:8][C@H:9]1[CH2:14][CH2:13][CH2:12][CH2:11][C@@H:10]1[NH:15][C:16]1[CH:23]=[C:22]([N:24]2[C:32]3[CH2:31][C:30]([CH3:33])([CH3:34])[CH2:29][C:28](=[O:35])[C:27]=3[C:26]([CH3:36])=[N:25]2)[CH:21]=[CH:20][C:17]=1[C:18]([NH2:19])=[O:37])[C:2]1[CH:3]=[CH:4][CH:5]=[CH:6][CH:7]=1. (7) Given the reactants C(NC(=O)O)(C)(C)C.[CH:9]1([CH2:12][C:13]2([S:16]([NH2:19])(=[O:18])=[O:17])[CH2:15][CH2:14]2)[CH2:11][CH2:10]1.COCC1(S(N)(=O)=O)CC1, predict the reaction product. The product is: [CH:9]1([CH2:12][C:13]2([S:16]([NH2:19])(=[O:17])=[O:18])[CH2:14][CH2:15]2)[CH2:10][CH2:11]1.